This data is from Reaction yield outcomes from USPTO patents with 853,638 reactions. The task is: Predict the reaction yield, written as a fraction of the theoretical maximum amount of product (1.0 means a 100% yield; for example, 0.34 means a 34% yield). (1) The reactants are [NH2:1][CH2:2][C:3]1[C:4]([CH2:20][CH:21]([CH3:23])[CH3:22])=[N:5][C:6]([CH3:19])=[C:7]([C:11]=1[C:12]1[CH:17]=[CH:16][C:15]([CH3:18])=[CH:14][CH:13]=1)[C:8]([OH:10])=[O:9].[C:24]([OH:31])(=[O:30])/[CH:25]=[CH:26]/[C:27]([OH:29])=[O:28]. The catalyst is O. The product is [C:24]([OH:31])(=[O:30])/[CH:25]=[CH:26]/[C:27]([OH:29])=[O:28].[NH2:1][CH2:2][C:3]1[C:4]([CH2:20][CH:21]([CH3:23])[CH3:22])=[N:5][C:6]([CH3:19])=[C:7]([C:11]=1[C:12]1[CH:17]=[CH:16][C:15]([CH3:18])=[CH:14][CH:13]=1)[C:8]([OH:10])=[O:9].[NH2:1][CH2:2][C:3]1[C:4]([CH2:20][CH:21]([CH3:23])[CH3:22])=[N:5][C:6]([CH3:19])=[C:7]([C:11]=1[C:12]1[CH:17]=[CH:16][C:15]([CH3:18])=[CH:14][CH:13]=1)[C:8]([OH:10])=[O:9]. The yield is 0.760. (2) The reactants are [F:1][C:2]1[CH:7]=[CH:6][CH:5]=[C:4]([F:8])[C:3]=1[N:9]1[C:14]2[N:15]=[C:16]([S:32][CH3:33])[N:17]=[C:18]([C:19]3[CH:20]=[C:21]([CH:28]=[CH:29][C:30]=3[CH3:31])[C:22]([NH:24][CH2:25][CH2:26][CH3:27])=[O:23])[C:13]=2[CH2:12][NH:11][C:10]1=[O:34].C1C=C(Cl)C=C(C(OO)=[O:43])C=1.CCOC(C)=O.CCCCCC. The catalyst is C(Cl)Cl. The product is [F:1][C:2]1[CH:7]=[CH:6][CH:5]=[C:4]([F:8])[C:3]=1[N:9]1[C:14]2[N:15]=[C:16]([S:32]([CH3:33])=[O:43])[N:17]=[C:18]([C:19]3[CH:20]=[C:21]([CH:28]=[CH:29][C:30]=3[CH3:31])[C:22]([NH:24][CH2:25][CH2:26][CH3:27])=[O:23])[C:13]=2[CH2:12][NH:11][C:10]1=[O:34]. The yield is 0.770. (3) The reactants are [NH2:1][CH2:2][C:3]1[CH:11]=[CH:10][C:6]([C:7]([OH:9])=[O:8])=[CH:5][CH:4]=1.C(N(CC)CC)C.[F:19][C:20]([F:31])([F:30])[C:21](O[C:21](=[O:22])[C:20]([F:31])([F:30])[F:19])=[O:22].C(=O)(O)[O-].[Na+].Cl. The catalyst is ClCCl. The product is [F:19][C:20]([F:31])([F:30])[C:21]([NH:1][CH2:2][C:3]1[CH:4]=[CH:5][C:6]([C:7]([OH:9])=[O:8])=[CH:10][CH:11]=1)=[O:22]. The yield is 0.878.